Dataset: Catalyst prediction with 721,799 reactions and 888 catalyst types from USPTO. Task: Predict which catalyst facilitates the given reaction. Reactant: [CH3:1][N:2]1[C:6]([C:7]([C:9]2[CH:14]=[CH:13][C:12]([CH3:15])=[C:11]([C:16]([F:19])([F:18])[F:17])[CH:10]=2)=O)=[N:5][N:4]=[N:3]1.Cl.[NH2:21][OH:22]. Product: [OH:22][N:21]=[C:7]([C:6]1[N:2]([CH3:1])[N:3]=[N:4][N:5]=1)[C:9]1[CH:14]=[CH:13][C:12]([CH3:15])=[C:11]([C:16]([F:19])([F:18])[F:17])[CH:10]=1. The catalyst class is: 17.